Dataset: Catalyst prediction with 721,799 reactions and 888 catalyst types from USPTO. Task: Predict which catalyst facilitates the given reaction. (1) Reactant: [NH2:1][CH2:2][C:3]1[CH:4]=[C:5]2[C:9](=[CH:10][CH:11]=1)[C:8](=[O:12])[N:7]([CH:13]1[CH2:18][CH2:17][C:16](=[O:19])[NH:15][C:14]1=[O:20])[CH2:6]2.[N:21]([C:24]1[CH:29]=[CH:28][C:27]([O:30][CH3:31])=[C:26]([O:32][CH3:33])[CH:25]=1)=[C:22]=[O:23].Cl. Product: [CH3:33][O:32][C:26]1[CH:25]=[C:24]([NH:21][C:22]([NH:1][CH2:2][C:3]2[CH:4]=[C:5]3[C:9](=[CH:10][CH:11]=2)[C:8](=[O:12])[N:7]([CH:13]2[CH2:18][CH2:17][C:16](=[O:19])[NH:15][C:14]2=[O:20])[CH2:6]3)=[O:23])[CH:29]=[CH:28][C:27]=1[O:30][CH3:31]. The catalyst class is: 10. (2) Reactant: [Cl-].O[NH3+:3].[C:4](=[O:7])([O-])[OH:5].[Na+].CS(C)=O.[CH2:13]([C:17]1[N:18]=[C:19]([CH3:56])[N:20]([C:39]2[CH:40]=[C:41]3[C:45](=[CH:46][CH:47]=2)[CH2:44][CH2:43][CH:42]3[O:48][Si:49]([C:52]([CH3:55])([CH3:54])[CH3:53])([CH3:51])[CH3:50])[C:21](=[O:38])[C:22]=1[CH2:23][C:24]1[CH:29]=[CH:28][C:27]([C:30]2[C:31]([C:36]#[N:37])=[CH:32][CH:33]=[CH:34][CH:35]=2)=[CH:26][CH:25]=1)[CH2:14][CH2:15][CH3:16]. Product: [CH2:13]([C:17]1[N:18]=[C:19]([CH3:56])[N:20]([C:39]2[CH:40]=[C:41]3[C:45](=[CH:46][CH:47]=2)[CH2:44][CH2:43][CH:42]3[O:48][Si:49]([C:52]([CH3:55])([CH3:54])[CH3:53])([CH3:51])[CH3:50])[C:21](=[O:38])[C:22]=1[CH2:23][C:24]1[CH:25]=[CH:26][C:27]([C:30]2[CH:35]=[CH:34][CH:33]=[CH:32][C:31]=2[C:36]2[NH:3][C:4](=[O:7])[O:5][N:37]=2)=[CH:28][CH:29]=1)[CH2:14][CH2:15][CH3:16]. The catalyst class is: 69. (3) Reactant: [C:1]([C:3]1[CH:4]=[C:5]([CH2:13]O)[C:6]2[C:11]([CH:12]=1)=[CH:10][CH:9]=[CH:8][CH:7]=2)#[N:2].[Na+].[I-:16].C(OCC)(=O)C. Product: [C:1]([C:3]1[CH:4]=[C:5]([CH2:13][I:16])[C:6]2[C:11]([CH:12]=1)=[CH:10][CH:9]=[CH:8][CH:7]=2)#[N:2]. The catalyst class is: 10. (4) Reactant: Br[C:2]1[CH:7]=[CH:6][C:5]([N:8]2[C:12]3[CH:13]=[CH:14][C:15]([C:17]([NH:19][CH2:20][C:21]4[CH:22]=[N:23][CH:24]=[CH:25][CH:26]=4)=[O:18])=[CH:16][C:11]=3[N:10]=[CH:9]2)=[CH:4][CH:3]=1.Cl.[O:28]([CH2:35][CH2:36][CH2:37][NH2:38])[C:29]1[CH:34]=[CH:33][CH:32]=[CH:31][CH:30]=1.C1C=CC(P(C2C(C3C(P(C4C=CC=CC=4)C4C=CC=CC=4)=CC=C4C=3C=CC=C4)=C3C(C=CC=C3)=CC=2)C2C=CC=CC=2)=CC=1.C(O[Na])(C)(C)C. Product: [O:28]([CH2:35][CH2:36][CH2:37][NH:38][C:2]1[CH:7]=[CH:6][C:5]([N:8]2[C:12]3[CH:13]=[CH:14][C:15]([C:17]([NH:19][CH2:20][C:21]4[CH:22]=[N:23][CH:24]=[CH:25][CH:26]=4)=[O:18])=[CH:16][C:11]=3[N:10]=[CH:9]2)=[CH:4][CH:3]=1)[C:29]1[CH:34]=[CH:33][CH:32]=[CH:31][CH:30]=1. The catalyst class is: 110. (5) Reactant: CON(C)[C:4]([C:6]1[CH:11]=[C:10]([C:12]2[O:13][CH:14]=[CH:15][CH:16]=2)[CH:9]=[C:8]([C:17]([Cl:20])([F:19])[F:18])[N:7]=1)=[O:5].[H-].C([Al+]CC(C)C)C(C)C. Product: [Cl:20][C:17]([F:18])([F:19])[C:8]1[N:7]=[C:6]([CH:4]=[O:5])[CH:11]=[C:10]([C:12]2[O:13][CH:14]=[CH:15][CH:16]=2)[CH:9]=1. The catalyst class is: 1. (6) Reactant: Br[CH2:2][C@@H:3]([NH:5][C:6]1[CH:25]=[CH:24][C:23]([C:26]#[N:27])=[CH:22][C:7]=1[C:8]([NH:10][CH2:11][C:12]1[CH:17]=[CH:16][C:15]([O:18][CH3:19])=[C:14]([O:20][CH3:21])[CH:13]=1)=[O:9])[CH3:4].[N-:28]=[N+:29]=[N-:30].[Na+]. Product: [N:28]([CH2:2][C@@H:3]([NH:5][C:6]1[CH:25]=[CH:24][C:23]([C:26]#[N:27])=[CH:22][C:7]=1[C:8]([NH:10][CH2:11][C:12]1[CH:17]=[CH:16][C:15]([O:18][CH3:19])=[C:14]([O:20][CH3:21])[CH:13]=1)=[O:9])[CH3:4])=[N+:29]=[N-:30]. The catalyst class is: 255. (7) Reactant: [NH:1]1[C:9]2[C:4](=[CH:5][CH:6]=[CH:7][N:8]=2)[CH:3]=[CH:2]1.C1C=C(Cl)C=C(C(OO)=[O:18])C=1. Product: [NH:1]1[C:9]2=[N+:8]([O-:18])[CH:7]=[CH:6][CH:5]=[C:4]2[CH:3]=[CH:2]1. The catalyst class is: 1. (8) Reactant: ClC(Cl)(O[C:5](=[O:11])OC(Cl)(Cl)Cl)Cl.C(O)(=O)C.[NH2:17][C:18]([C:21]1[CH:26]=[CH:25][C:24]([NH:27][C:28]([C:30]2[NH:31][CH:32]=[C:33]([C:35]#[N:36])[N:34]=2)=[O:29])=[C:23]([C:37]2[CH2:42][CH2:41][CH2:40][CH2:39][CH:38]=2)[CH:22]=1)([CH3:20])[CH3:19].CC[N:45](C(C)C)C(C)C. Product: [C:37]1([C:23]2[CH:22]=[C:21]([C:18]([CH3:20])([NH:17][C:5]([NH2:45])=[O:11])[CH3:19])[CH:26]=[CH:25][C:24]=2[NH:27][C:28]([C:30]2[NH:31][CH:32]=[C:33]([C:35]#[N:36])[N:34]=2)=[O:29])[CH2:42][CH2:41][CH2:40][CH2:39][CH:38]=1. The catalyst class is: 1. (9) Reactant: Cl[C:2]1[C:15]([C:16]#[N:17])=[CH:14][C:5]([C:6]([O:8][CH2:9][C:10]([F:13])([F:12])[F:11])=[O:7])=[C:4]([CH3:18])[N:3]=1.Cl.[CH2:20]([S:27]([NH:30][C:31]([CH:33]1[CH2:38][CH2:37][NH:36][CH2:35][CH2:34]1)=[O:32])(=[O:29])=[O:28])[C:21]1[CH:26]=[CH:25][CH:24]=[CH:23][CH:22]=1.CCN(C(C)C)C(C)C.OS([O-])(=O)=O.[K+]. Product: [CH2:20]([S:27]([NH:30][C:31]([CH:33]1[CH2:38][CH2:37][N:36]([C:2]2[C:15]([C:16]#[N:17])=[CH:14][C:5]([C:6]([O:8][CH2:9][C:10]([F:13])([F:12])[F:11])=[O:7])=[C:4]([CH3:18])[N:3]=2)[CH2:35][CH2:34]1)=[O:32])(=[O:28])=[O:29])[C:21]1[CH:22]=[CH:23][CH:24]=[CH:25][CH:26]=1. The catalyst class is: 18.